Dataset: Forward reaction prediction with 1.9M reactions from USPTO patents (1976-2016). Task: Predict the product of the given reaction. (1) Given the reactants [CH3:1][C@H:2]1[CH2:7][CH2:6][C@H:5]([C:8](Cl)=[O:9])[CH2:4][CH2:3]1.[F:11][C:12]1[CH:13]=[C:14]([C:19]2[S:23][C:22]([NH:24][CH:25]3[CH2:30][CH2:29][O:28][CH2:27][CH2:26]3)=[C:21]([C:31]([O:33][CH3:34])=[O:32])[CH:20]=2)[CH:15]=[CH:16][C:17]=1[F:18].C(N(C(C)C)CC)(C)C.C(=O)([O-])[O-].[Na+].[Na+], predict the reaction product. The product is: [F:11][C:12]1[CH:13]=[C:14]([C:19]2[S:23][C:22]([N:24]([C:8]([C@H:5]3[CH2:6][CH2:7][C@H:2]([CH3:1])[CH2:3][CH2:4]3)=[O:9])[CH:25]3[CH2:30][CH2:29][O:28][CH2:27][CH2:26]3)=[C:21]([C:31]([O:33][CH3:34])=[O:32])[CH:20]=2)[CH:15]=[CH:16][C:17]=1[F:18]. (2) Given the reactants [P:1]([OH:39])([OH:38])([O:3][CH2:4][N:5]1[C:9]2=[N:10][CH:11]=[C:12]([C:14]3[CH:19]=[CH:18][C:17]([Cl:20])=[CH:16][CH:15]=3)[CH:13]=[C:8]2[C:7]([C:21](=[O:37])[C:22]2[C:27]([F:28])=[CH:26][CH:25]=[C:24]([NH:29][S:30]([CH2:33][CH2:34][CH3:35])(=[O:32])=[O:31])[C:23]=2[F:36])=[CH:6]1)=[O:2].[OH-].[Na+:41], predict the reaction product. The product is: [P:1]([O-:38])([O-:39])([O:3][CH2:4][N:5]1[C:9]2=[N:10][CH:11]=[C:12]([C:14]3[CH:19]=[CH:18][C:17]([Cl:20])=[CH:16][CH:15]=3)[CH:13]=[C:8]2[C:7]([C:21](=[O:37])[C:22]2[C:27]([F:28])=[CH:26][CH:25]=[C:24]([NH:29][S:30]([CH2:33][CH2:34][CH3:35])(=[O:32])=[O:31])[C:23]=2[F:36])=[CH:6]1)=[O:2].[Na+:41].[Na+:41].